From a dataset of Catalyst prediction with 721,799 reactions and 888 catalyst types from USPTO. Predict which catalyst facilitates the given reaction. (1) Reactant: [CH2:1]([NH:8][CH2:9][C:10]1[CH:15]=[CH:14][CH:13]=[CH:12][CH:11]=1)[C:2]1[CH:7]=[CH:6][CH:5]=[CH:4][CH:3]=1.[CH2:16]1[CH2:22][S:19](=[O:21])(=[O:20])[O:18][CH2:17]1. Product: [CH2:9]([N:8]([CH2:1][C:2]1[CH:7]=[CH:6][CH:5]=[CH:4][CH:3]=1)[CH2:17][CH2:16][CH2:22][S:19]([OH:21])(=[O:20])=[O:18])[C:10]1[CH:15]=[CH:14][CH:13]=[CH:12][CH:11]=1. The catalyst class is: 11. (2) Reactant: [N:1]([Si](C)(C)C)=[N+:2]=[N-:3].B(F)(F)F.CCOCC.[Br:17][C:18]1[CH:19]=[C:20]2[C:30](=[CH:31][CH:32]=1)[O:29][C:23]1[CH:24]=[N:25][C:26]([Cl:28])=[CH:27][C:22]=1[C:21]2([CH:34]([CH3:37])[CH2:35][OH:36])O.C(=O)(O)[O-]. Product: [N:1]([C:21]1([CH:34]([CH3:37])[CH2:35][OH:36])[C:22]2[CH:27]=[C:26]([Cl:28])[N:25]=[CH:24][C:23]=2[O:29][C:30]2[C:20]1=[CH:19][C:18]([Br:17])=[CH:32][CH:31]=2)=[N+:2]=[N-:3]. The catalyst class is: 49. (3) Reactant: [O:1]=[C:2]1[CH2:5][CH:4]([C:6]([OH:8])=[O:7])[CH2:3]1.[CH2:9](O)[C:10]1[CH:15]=[CH:14][CH:13]=[CH:12][CH:11]=1. Product: [O:1]=[C:2]1[CH2:5][CH:4]([C:6]([O:8][CH2:9][C:10]2[CH:15]=[CH:14][CH:13]=[CH:12][CH:11]=2)=[O:7])[CH2:3]1. The catalyst class is: 626. (4) Reactant: [Cl:1][C:2]1[C:7]([C:8](O)=[O:9])=[CH:6][N:5]=[C:4]2[N:11]([S:14]([C:17]3[CH:23]=[CH:22][C:20]([CH3:21])=[CH:19][CH:18]=3)(=[O:16])=[O:15])[CH:12]=[CH:13][C:3]=12.CN(C(ON1N=NC2C=CC=NC1=2)=[N+](C)C)C.F[P-](F)(F)(F)(F)F.CCN(C(C)C)C(C)C.[NH2:57][C:58]1[CH:59]=[C:60]([NH:65][C:66](=[O:86])[C:67]2[CH:72]=[CH:71][C:70]([CH2:73][N:74]3[CH2:79][CH2:78][N:77]([CH2:80][CH3:81])[CH2:76][CH2:75]3)=[C:69]([C:82]([F:85])([F:84])[F:83])[CH:68]=2)[CH:61]=[CH:62][C:63]=1[CH3:64]. Product: [Cl:1][C:2]1[C:7]([C:8]([NH:57][C:58]2[CH:59]=[C:60]([NH:65][C:66](=[O:86])[C:67]3[CH:72]=[CH:71][C:70]([CH2:73][N:74]4[CH2:79][CH2:78][N:77]([CH2:80][CH3:81])[CH2:76][CH2:75]4)=[C:69]([C:82]([F:85])([F:84])[F:83])[CH:68]=3)[CH:61]=[CH:62][C:63]=2[CH3:64])=[O:9])=[CH:6][N:5]=[C:4]2[N:11]([S:14]([C:17]3[CH:18]=[CH:19][C:20]([CH3:21])=[CH:22][CH:23]=3)(=[O:15])=[O:16])[CH:12]=[CH:13][C:3]=12. The catalyst class is: 18. (5) The catalyst class is: 21. Product: [ClH:1].[Cl:1][C:2]1[CH:3]=[CH:4][C:5]([C:8]2[S:9][C:10]3[C:11](=[O:33])[N:12]([C:17]4[CH:22]=[CH:21][C:20]([O:23][CH2:24][CH:25]5[O:30][CH2:29][CH2:28][N:27]([CH3:34])[CH2:26]5)=[C:19]([O:31][CH3:32])[CH:18]=4)[CH2:13][CH2:14][C:15]=3[N:16]=2)=[CH:6][CH:7]=1. Reactant: [Cl:1][C:2]1[CH:7]=[CH:6][C:5]([C:8]2[S:9][C:10]3[C:11](=[O:33])[N:12]([C:17]4[CH:22]=[CH:21][C:20]([O:23][CH2:24][CH:25]5[O:30][CH2:29][CH2:28][NH:27][CH2:26]5)=[C:19]([O:31][CH3:32])[CH:18]=4)[CH2:13][CH2:14][C:15]=3[N:16]=2)=[CH:4][CH:3]=1.[C:34]([O-])([O-])=O.[K+].[K+].[Na+].[I-].CI. (6) Reactant: [Br:1][C:2]1[N:7]=[C:6]([C:8](=[N:10][C:11]2[C:16]([CH2:17][CH3:18])=[CH:15][CH:14]=[CH:13][C:12]=2[CH2:19][CH3:20])[CH3:9])[CH:5]=[CH:4][CH:3]=1.[CH3:21][Al](C)C.[OH-].[K+]. Product: [Br:1][C:2]1[N:7]=[C:6]([C:8]([NH:10][C:11]2[C:16]([CH2:17][CH3:18])=[CH:15][CH:14]=[CH:13][C:12]=2[CH2:19][CH3:20])([CH3:21])[CH3:9])[CH:5]=[CH:4][CH:3]=1. The catalyst class is: 11. (7) Reactant: Cl.[CH3:2][O:3][C:4](=[O:17])[CH2:5][C:6]1[CH:11]=[CH:10][CH:9]=[C:8]([O:12][CH2:13][CH2:14][CH2:15][NH2:16])[CH:7]=1.[F:18][C:19]1[CH:24]=[CH:23][C:22]([CH:25]([C:28]2[CH:33]=[CH:32][C:31]([F:34])=[CH:30][CH:29]=2)[CH:26]=O)=[CH:21][CH:20]=1.C([O-])(=O)C.[Na+].C([BH3-])#N.[Na+]. Product: [CH3:2][O:3][C:4](=[O:17])[CH2:5][C:6]1[CH:11]=[CH:10][CH:9]=[C:8]([O:12][CH2:13][CH2:14][CH2:15][NH:16][CH2:26][CH:25]([C:22]2[CH:23]=[CH:24][C:19]([F:18])=[CH:20][CH:21]=2)[C:28]2[CH:29]=[CH:30][C:31]([F:34])=[CH:32][CH:33]=2)[CH:7]=1. The catalyst class is: 130. (8) Reactant: S(=O)(=O)(O)O.[CH:6]1[C:18]2[C:17](=[O:19])[C:16]3[C:11](=[CH:12][CH:13]=[CH:14][CH:15]=3)[C:10]=2[CH:9]=[CH:8][CH:7]=1.II.[I:22](O)(=O)(=O)=O. Product: [I:22][C:14]1[CH:13]=[CH:12][C:11]2[C:10]3[C:18](=[CH:6][CH:7]=[CH:8][CH:9]=3)[C:17](=[O:19])[C:16]=2[CH:15]=1. The catalyst class is: 86.